Dataset: Catalyst prediction with 721,799 reactions and 888 catalyst types from USPTO. Task: Predict which catalyst facilitates the given reaction. (1) Reactant: Br[CH2:2][C:3]1[CH:12]=[CH:11][C:6]([C:7]([O:9][CH3:10])=[O:8])=[CH:5][C:4]=1[O:13][CH3:14].[NH:15]1[CH:19]=[CH:18][CH:17]=[N:16]1.C([O-])([O-])=O.[K+].[K+].C([O-])(O)=O.[Na+]. Product: [N:15]1([CH2:2][C:3]2[CH:12]=[CH:11][C:6]([C:7]([O:9][CH3:10])=[O:8])=[CH:5][C:4]=2[O:13][CH3:14])[CH:19]=[CH:18][CH:17]=[N:16]1. The catalyst class is: 3. (2) Reactant: [N+:1]([CH:4]([CH:7]=O)[CH:5]=O)([O-:3])=[O:2].CS[C:11](=[NH:13])[NH2:12].[CH3:14][N:15]1[CH2:20][CH2:19][NH:18][CH2:17][CH2:16]1. Product: [CH3:14][N:15]1[CH2:20][CH2:19][N:18]([C:11]2[N:13]=[CH:7][C:4]([N+:1]([O-:3])=[O:2])=[CH:5][N:12]=2)[CH2:17][CH2:16]1. The catalyst class is: 6. (3) The catalyst class is: 38. Reactant: [OH-].[Na+].BrBr.Br[O-].[C:7]([C@H:10]1[C@@H:14]2[C@@H:15]3[C@@:28]([CH3:31])([CH2:29][CH2:30][C@@:13]2([NH:46][CH2:47][CH2:48][N:49]2[CH2:54][CH2:53][S:52](=[O:56])(=[O:55])[CH2:51][CH2:50]2)[CH2:12][CH2:11]1)[C@@:27]1([CH3:32])[C@@H:18]([C@:19]2([CH3:45])[C@@H:24]([CH2:25][CH2:26]1)[C:23]([CH3:34])([CH3:33])[C:22]([C:35]1[CH:44]=[CH:43][C:38]([C:39]([O:41]C)=[O:40])=[CH:37][CH:36]=1)=[CH:21][CH2:20]2)[CH2:17][CH2:16]3)(=[O:9])[CH3:8].[S:57]([O-:60])([O-:59])=[O:58].[Na+].[Na+]. Product: [O:56]=[S:52]1(=[O:55])[CH2:53][CH2:54][N:49]([CH2:48][CH2:47][NH:46][C@:13]23[CH2:12][CH2:11][C@@H:10]([C:7](=[O:9])[CH2:8][O:58][S:57]([OH:60])=[O:59])[C@@H:14]2[C@@H:15]2[C@@:28]([CH3:31])([CH2:29][CH2:30]3)[C@@:27]3([CH3:32])[C@@H:18]([C@:19]4([CH3:45])[C@@H:24]([CH2:25][CH2:26]3)[C:23]([CH3:34])([CH3:33])[C:22]([C:35]3[CH:44]=[CH:43][C:38]([C:39]([OH:41])=[O:40])=[CH:37][CH:36]=3)=[CH:21][CH2:20]4)[CH2:17][CH2:16]2)[CH2:50][CH2:51]1. (4) Reactant: COCN[C:5]([CH:7]1[CH2:12][CH2:11][N:10]([C:13]([O:15][C:16]([CH3:19])([CH3:18])[CH3:17])=[O:14])[CH2:9][CH2:8]1)=[O:6].[C:20]1([O:28][CH3:29])[C:21](=[CH:24][CH:25]=[CH:26][CH:27]=1)[O:22][CH3:23].O1CCCC1. Product: [CH3:23][O:22][C:21]1[C:20]([O:28][CH3:29])=[CH:27][CH:26]=[CH:25][C:24]=1[C:5]([CH:7]1[CH2:8][CH2:9][N:10]([C:13]([O:15][C:16]([CH3:17])([CH3:18])[CH3:19])=[O:14])[CH2:11][CH2:12]1)=[O:6]. The catalyst class is: 7. (5) Reactant: C[O:2][C:3](=[O:13])[CH:4]=[CH:5][C:6]1[CH:7]=[N:8][C:9]([Br:12])=[CH:10][CH:11]=1.[Li+].[OH-]. Product: [Br:12][C:9]1[N:8]=[CH:7][C:6]([CH:5]=[CH:4][C:3]([OH:13])=[O:2])=[CH:11][CH:10]=1. The catalyst class is: 20. (6) Reactant: [O:1]1[CH:5]=[CH:4][CH:3]=[C:2]1[C:6]1[CH:25]=[CH:24][C:9]([C:10]([N:12]([CH2:16][C:17]2[CH:22]=[CH:21][CH:20]=[CH:19][C:18]=2[OH:23])[CH:13]([CH3:15])[CH3:14])=[O:11])=[CH:8][CH:7]=1.C(=O)([O-])[O-].[K+].[K+].Br[CH2:33][CH2:34][CH2:35][CH2:36][C:37]#[N:38].O. Product: [C:37]([CH2:36][CH2:35][CH2:34][CH2:33][O:23][C:18]1[CH:19]=[CH:20][CH:21]=[CH:22][C:17]=1[CH2:16][N:12]([CH:13]([CH3:15])[CH3:14])[C:10](=[O:11])[C:9]1[CH:8]=[CH:7][C:6]([C:2]2[O:1][CH:5]=[CH:4][CH:3]=2)=[CH:25][CH:24]=1)#[N:38]. The catalyst class is: 3. (7) Reactant: [NH2:1][C:2]1([C:8]([OH:10])=[O:9])[CH2:7][CH2:6][CH2:5][CH2:4][CH2:3]1.[CH:11]1(O)[CH2:15][CH2:14][CH2:13][CH2:12]1.[C:17]1([CH3:27])[CH:22]=[CH:21][C:20]([S:23]([OH:26])(=[O:25])=[O:24])=[CH:19][CH:18]=1. Product: [S:23]([C:20]1[CH:21]=[CH:22][C:17]([CH3:27])=[CH:18][CH:19]=1)([OH:26])(=[O:25])=[O:24].[NH2:1][C:2]1([C:8]([O:10][CH:11]2[CH2:15][CH2:14][CH2:13][CH2:12]2)=[O:9])[CH2:7][CH2:6][CH2:5][CH2:4][CH2:3]1. The catalyst class is: 244.